The task is: Predict the product of the given reaction.. This data is from Forward reaction prediction with 1.9M reactions from USPTO patents (1976-2016). (1) Given the reactants [F:1][C:2]1[CH:7]=[CH:6][C:5]([C:8]2[N:9]=[CH:10][O:11][C:12]=2[C:13]2[CH:18]=[CH:17][N:16]=[C:15]([NH2:19])[CH:14]=2)=[CH:4][CH:3]=1.[C:20]([N:28]=C=O)(=[O:27])C1C=CC=CC=1.C(O)C.C(=O)([O-])[O-].[K+].[K+], predict the reaction product. The product is: [F:1][C:2]1[CH:3]=[CH:4][C:5]([C:8]2[N:9]=[CH:10][O:11][C:12]=2[C:13]2[CH:18]=[CH:17][N:16]=[C:15]([NH:19][C:20]([NH2:28])=[O:27])[CH:14]=2)=[CH:6][CH:7]=1. (2) Given the reactants [C:1]([O:5][C:6](=[O:17])[NH:7][C@H:8]1[CH2:13][CH2:12][C@H:11]([CH2:14][CH:15]=O)[CH2:10][CH2:9]1)([CH3:4])([CH3:3])[CH3:2].[N:18]1([C:24]2[C:29]3[CH:30]=[CH:31][S:32][C:28]=3[CH:27]=[CH:26][N:25]=2)[CH2:23][CH2:22][NH:21][CH2:20][CH2:19]1.CC(O)=O.C([O-])(O)=O.[Na+], predict the reaction product. The product is: [C:1]([O:5][C:6](=[O:17])[NH:7][C@H:8]1[CH2:13][CH2:12][C@H:11]([CH2:14][CH2:15][N:21]2[CH2:22][CH2:23][N:18]([C:24]3[C:29]4[CH:30]=[CH:31][S:32][C:28]=4[CH:27]=[CH:26][N:25]=3)[CH2:19][CH2:20]2)[CH2:10][CH2:9]1)([CH3:4])([CH3:3])[CH3:2]. (3) Given the reactants [Br:1][CH2:2][C:3]1[CH:39]=[CH:38][CH:37]=[CH:36][C:4]=1[CH2:5][O:6][C:7]1[CH:12]=[CH:11][C:10]([CH:13]2[N:16]([C:17]3[CH:22]=[CH:21][C:20]([F:23])=[CH:19][CH:18]=3)[C:15](=[O:24])[CH:14]2[CH2:25][CH2:26][CH:27]([C:29]2[CH:34]=[CH:33][C:32]([F:35])=[CH:31][CH:30]=2)[OH:28])=[CH:9][CH:8]=1.[CH2:40]1[N:45]2[CH2:46][CH2:47][N:42]([CH2:43][CH2:44]2)[CH2:41]1, predict the reaction product. The product is: [Br-:1].[F:23][C:20]1[CH:21]=[CH:22][C:17]([N:16]2[C:15](=[O:24])[CH:14]([CH2:25][CH2:26][CH:27]([C:29]3[CH:34]=[CH:33][C:32]([F:35])=[CH:31][CH:30]=3)[OH:28])[CH:13]2[C:10]2[CH:11]=[CH:12][C:7]([O:6][CH2:5][C:4]3[CH:36]=[CH:37][CH:38]=[CH:39][C:3]=3[CH2:2][N+:42]34[CH2:47][CH2:46][N:45]([CH2:44][CH2:43]3)[CH2:40][CH2:41]4)=[CH:8][CH:9]=2)=[CH:18][CH:19]=1. (4) The product is: [CH2:4]=[CH:5][CH3:6].[C:4]([O:8][CH3:9])(=[O:7])[CH:5]=[CH2:6]. Given the reactants C(Cl)Cl.[C:4]([O:8][CH3:9])(=[O:7])[CH:5]=[CH2:6].C=CC, predict the reaction product. (5) Given the reactants CO[C:3]([C:5]1[CH:10]=[CH:9][CH:8]=[CH:7][N:6]=1)=[NH:4].[NH4+:11].[Cl-], predict the reaction product. The product is: [N:6]1[CH:7]=[CH:8][CH:9]=[CH:10][C:5]=1[C:3]([NH2:11])=[NH:4]. (6) Given the reactants [CH:1](NC(C)C)(C)[CH3:2].C([Li])CCC.[Br:13][C:14]1[CH:15]=[N:16][CH:17]=[C:18]([CH:23]=1)[C:19]([O:21]C)=O.C(OC)(=O)C=C, predict the reaction product. The product is: [Br:13][C:14]1[C:23]2[CH2:2][CH2:1][C:19](=[O:21])[C:18]=2[CH:17]=[N:16][CH:15]=1. (7) Given the reactants C(OC([N:8]1[C:41]2[C:36](=[CH:37][CH:38]=[C:39]([Cl:42])[CH:40]=2)[C:10]2([CH:15]([C:16]3[CH:21]=[CH:20][CH:19]=[C:18]([Cl:22])[CH:17]=3)[CH2:14][C:13](=[O:23])[N:12]([CH2:24][C:25]([O:27][CH3:28])=[O:26])[CH:11]2[C:29]2[CH:34]=[CH:33][CH:32]=[CH:31][C:30]=2[CH3:35])[C:9]1=[O:43])=O)(C)(C)C.FC(F)(F)C(O)=O, predict the reaction product. The product is: [Cl:42][C:39]1[CH:40]=[C:41]2[NH:8][C:9](=[O:43])[C:10]3([CH:15]([C:16]4[CH:21]=[CH:20][CH:19]=[C:18]([Cl:22])[CH:17]=4)[CH2:14][C:13](=[O:23])[N:12]([CH2:24][C:25]([O:27][CH3:28])=[O:26])[CH:11]3[C:29]3[CH:34]=[CH:33][CH:32]=[CH:31][C:30]=3[CH3:35])[C:36]2=[CH:37][CH:38]=1. (8) Given the reactants [OH:1][C:2]1[CH:10]=[CH:9][C:8]([N+:11]([O-:13])=[O:12])=[CH:7][C:3]=1[C:4]([OH:6])=[O:5].[CH3:14][C:15]([CH3:17])=O.FC(F)(F)C(OC(=O)C(F)(F)F)=O, predict the reaction product. The product is: [CH3:14][C:15]1([CH3:17])[O:1][C:2]2[CH:10]=[CH:9][C:8]([N+:11]([O-:13])=[O:12])=[CH:7][C:3]=2[C:4](=[O:6])[O:5]1. (9) Given the reactants ClC1C=CC2N([CH:11]3[CH2:14][O:13][CH2:12]3)C(CCl)=NC=2C=1.[Cl:17][C:18]1[CH:47]=[CH:46][C:21]2[N:22]([C@@H:39]3CCS(=O)(=O)[CH2:40]3)[C:23]([CH2:25][N:26]3[C:30]4=[CH:31][N:32]=[CH:33][CH:34]=[C:29]4[C:28]([S:35]([CH3:38])(=[O:37])=[O:36])=[N:27]3)=[N:24][C:20]=2[CH:19]=1.CS(C1C2C(=CN=CC=2)NN=1)(=O)=O, predict the reaction product. The product is: [Cl:17][C:18]1[CH:47]=[CH:46][C:21]2[N:22]([CH2:39][CH2:40][CH:11]3[CH2:14][O:13][CH2:12]3)[C:23]([CH2:25][N:26]3[C:30]4=[CH:31][N:32]=[CH:33][CH:34]=[C:29]4[C:28]([S:35]([CH3:38])(=[O:37])=[O:36])=[N:27]3)=[N:24][C:20]=2[CH:19]=1.